Predict the product of the given reaction. From a dataset of Forward reaction prediction with 1.9M reactions from USPTO patents (1976-2016). (1) Given the reactants [C:1]([C:3]1[N:4]=[C:5]2[C:11]3[CH:12]=[CH:13][C:14]([C:16]([O:18][CH3:19])=[O:17])=[CH:15][C:10]=3[O:9][CH2:8][CH2:7][N:6]2[CH:20]=1)#[N:2].C(=O)([O-])[O-:22].[K+].[K+].OO, predict the reaction product. The product is: [C:1]([C:3]1[N:4]=[C:5]2[C:11]3[CH:12]=[CH:13][C:14]([C:16]([O:18][CH3:19])=[O:17])=[CH:15][C:10]=3[O:9][CH2:8][CH2:7][N:6]2[CH:20]=1)(=[O:22])[NH2:2]. (2) The product is: [C:46]([C:40]1[CH:41]=[N:42][C:43]2[C:38]([CH:39]=1)=[CH:37][C:36]([O:35][CH:32]([S:33][CH3:34])[C:31]([NH:30][C:26]([CH2:25][OH:24])([CH3:29])[C:27]#[CH:28])=[O:48])=[CH:45][CH:44]=2)#[CH:47]. Given the reactants [F-].C([N+](CCCC)(CCCC)CCCC)CCC.C([SiH2][O:24][C:25](C1C=CC=CC=1)(C1C=CC=CC=1)[C:26]([NH:30][C:31](=[O:48])[CH:32]([O:35][C:36]1[CH:37]=[C:38]2[C:43](=[CH:44][CH:45]=1)[N:42]=[CH:41][C:40]([C:46]#[CH:47])=[CH:39]2)[S:33][CH3:34])([CH3:29])[C:27]#[CH:28])(C)(C)C.C(OCC)(=O)C, predict the reaction product. (3) Given the reactants [CH3:1][N:2]1[CH2:7][CH2:6][N:5]([C:8]2[C:16]3[C:11](=[CH:12][C:13]([C:17]([O-:19])=O)=[CH:14][CH:15]=3)[NH:10][N:9]=2)[CH2:4][CH2:3]1.[Li+].C(Cl)CCl.C1C=CC2N(O)N=NC=2C=1.CCN(CC)CC.[CH3:42][O:43][C:44]1[CH:51]=[CH:50][CH:49]=[CH:48][C:45]=1[CH2:46][NH2:47], predict the reaction product. The product is: [CH3:42][O:43][C:44]1[CH:51]=[CH:50][CH:49]=[CH:48][C:45]=1[CH2:46][NH:47][C:17]([C:13]1[CH:12]=[C:11]2[C:16]([C:8]([N:5]3[CH2:4][CH2:3][N:2]([CH3:1])[CH2:7][CH2:6]3)=[N:9][NH:10]2)=[CH:15][CH:14]=1)=[O:19]. (4) The product is: [Cl:1][C:2]1[N:3]=[C:4]2[C:9](=[CH:10][CH:11]=1)[N:8]=[CH:7][C:6]1[CH:12]=[CH:39][C:38](=[O:37])[N:14]([C:15]3[CH:20]=[CH:19][C:18]([C:21]([CH3:25])([CH3:24])[C:22]#[N:23])=[CH:17][CH:16]=3)[C:5]2=1. Given the reactants [Cl:1][C:2]1[N:3]=[C:4]2[C:9](=[CH:10][CH:11]=1)[N:8]=[CH:7][C:6]([CH:12]=O)=[C:5]2[NH:14][C:15]1[CH:20]=[CH:19][C:18]([C:21]([CH3:25])([CH3:24])[C:22]#[N:23])=[CH:17][CH:16]=1.C(OP(CC([O:37][CH2:38][CH3:39])=O)(OCC)=O)C.C(=O)([O-])[O-].[K+].[K+], predict the reaction product. (5) The product is: [Cl:1][C:2]1[CH:3]=[C:4]2[C:8](=[CH:9][CH:10]=1)[NH:7][C:6]([C:11]([F:20])=[O:13])=[CH:5]2. Given the reactants [Cl:1][C:2]1[CH:3]=[C:4]2[C:8](=[CH:9][CH:10]=1)[NH:7][C:6]([C:11]([OH:13])=O)=[CH:5]2.N1C=CC=CC=1.[F-:20], predict the reaction product.